From a dataset of Forward reaction prediction with 1.9M reactions from USPTO patents (1976-2016). Predict the product of the given reaction. (1) Given the reactants [CH2:1]([NH2:8])[C:2]1[CH:7]=[CH:6][CH:5]=[CH:4][CH:3]=1.[CH3:9][O:10][C:11]([C:13]1[CH:14]=[C:15]([CH3:39])[C:16]2[O:22][C:21]3[C:23]([Cl:35])=[CH:24][C:25]([N:27]([C:31](=[O:34])[CH2:32]Cl)[CH2:28][CH2:29]Cl)=[CH:26][C:20]=3[CH2:19][S:18](=[O:37])(=[O:36])[C:17]=2[CH:38]=1)=[O:12], predict the reaction product. The product is: [CH3:9][O:10][C:11]([C:13]1[CH:14]=[C:15]([CH3:39])[C:16]2[O:22][C:21]3[C:23]([Cl:35])=[CH:24][C:25]([N:27]4[CH2:28][CH2:29][N:8]([CH2:1][C:2]5[CH:7]=[CH:6][CH:5]=[CH:4][CH:3]=5)[CH2:32][C:31]4=[O:34])=[CH:26][C:20]=3[CH2:19][S:18](=[O:36])(=[O:37])[C:17]=2[CH:38]=1)=[O:12]. (2) Given the reactants C([N:3]([CH2:14][CH3:15])[C:4](=[O:13])[C:5]1[CH:10]=[CH:9][CH:8]=[C:7]([Cl:11])[C:6]=1[CH3:12])C.[OH:16][C@@H:17]1[CH2:21][CH2:20][N:19]([CH2:22]CC(N(OC)C)=O)[CH2:18]1, predict the reaction product. The product is: [Cl:11][C:7]1[CH:8]=[CH:9][CH:10]=[C:5]2[C:6]=1[CH:12]=[C:14]([CH2:15][CH2:22][N:19]1[CH2:20][CH2:21][C@@H:17]([OH:16])[CH2:18]1)[NH:3][C:4]2=[O:13]. (3) The product is: [F:32][C:29]1[CH:30]=[CH:31][C:26]([C:6]2[CH:5]=[CH:4][N:3]=[C:2]([CH3:38])[C:7]=2[N:8]([CH3:25])[C:9](=[O:24])[C:10]2[CH:15]=[C:14]([C:16]([F:19])([F:18])[F:17])[CH:13]=[C:12]([S:20]([CH3:23])(=[O:22])=[O:21])[CH:11]=2)=[C:27]([O:33][CH3:34])[CH:28]=1. Given the reactants Cl[C:2]1[C:7]([N:8]([CH3:25])[C:9](=[O:24])[C:10]2[CH:15]=[C:14]([C:16]([F:19])([F:18])[F:17])[CH:13]=[C:12]([S:20]([CH3:23])(=[O:22])=[O:21])[CH:11]=2)=[C:6]([C:26]2[CH:31]=[CH:30][C:29]([F:32])=[CH:28][C:27]=2[O:33][CH3:34])[CH:5]=[CH:4][N:3]=1.[Cl-].C[Zn+].[CH3:38]N1CCN(C)C1=O.C(O)(=O)CC(CC(O)=O)(C(O)=O)O, predict the reaction product. (4) Given the reactants C(OC(=O)[NH:7][C:8]1[CH:13]=[C:12]([N:14]([CH3:18])[CH2:15][CH2:16][CH3:17])[C:11]([Cl:19])=[CH:10][C:9]=1[NH2:20])(C)(C)C.C(O[C:27](=[O:50])[CH2:28][C:29](=O)[C:30]1[CH:35]=[CH:34][CH:33]=[C:32]([C:36]2[S:37][CH:38]=[C:39]([CH2:41][O:42]C3CCCCO3)[N:40]=2)[CH:31]=1)(C)(C)C.C(O)(C(F)(F)F)=O, predict the reaction product. The product is: [Cl:19][C:11]1[C:12]([N:14]([CH3:18])[CH2:15][CH2:16][CH3:17])=[CH:13][C:8]2[N:7]=[C:29]([C:30]3[CH:35]=[CH:34][CH:33]=[C:32]([C:36]4[S:37][CH:38]=[C:39]([CH2:41][OH:42])[N:40]=4)[CH:31]=3)[CH2:28][C:27](=[O:50])[NH:20][C:9]=2[CH:10]=1. (5) Given the reactants [NH2:1][CH2:2][CH2:3][S:4][C:5]1[CH:6]=[C:7]([CH:27]=[C:28]([C:30]([F:33])([F:32])[F:31])[CH:29]=1)[C:8]([N:10]([C:12]1[CH:13]=[N:14][CH:15]=[CH:16][C:17]=1[C:18]1[CH:23]=[CH:22][C:21]([F:24])=[CH:20][C:19]=1[O:25][CH3:26])[CH3:11])=[O:9].CCN(C(C)C)C(C)C.[CH3:43][S:44](Cl)(=[O:46])=[O:45].[NH4+].[Cl-], predict the reaction product. The product is: [F:24][C:21]1[CH:22]=[CH:23][C:18]([C:17]2[CH:16]=[CH:15][N:14]=[CH:13][C:12]=2[N:10]([CH3:11])[C:8](=[O:9])[C:7]2[CH:27]=[C:28]([C:30]([F:32])([F:33])[F:31])[CH:29]=[C:5]([S:4][CH2:3][CH2:2][NH:1][S:44]([CH3:43])(=[O:46])=[O:45])[CH:6]=2)=[C:19]([O:25][CH3:26])[CH:20]=1. (6) Given the reactants [OH:1][CH2:2][C:3]1(C)[CH:8]=[N:7][C:6]([N:9]2[CH:13]=[CH:12][C:11]([CH:14]([C:16]3[CH:28]=[CH:27][C:19]4[N:20]([CH2:24][O:25][CH3:26])[C:21](=[O:23])[S:22][C:18]=4[CH:17]=3)[CH3:15])=[N:10]2)=[CH:5][CH2:4]1.C[Si]([N-][Si](C)(C)C)(C)C.[Li+].[CH2:40]([O:42][C:43](=[O:46])[CH2:44]Br)[CH3:41], predict the reaction product. The product is: [CH3:26][O:25][CH2:24][N:20]1[C:19]2[CH:27]=[CH:28][C:16]([CH:14]([C:11]3[CH:12]=[CH:13][N:9]([C:6]4[N:7]=[CH:8][C:3]([CH2:2][O:1][CH2:44][C:43]([O:42][CH2:40][CH3:41])=[O:46])=[CH:4][CH:5]=4)[N:10]=3)[CH3:15])=[CH:17][C:18]=2[S:22][C:21]1=[O:23].